Dataset: Forward reaction prediction with 1.9M reactions from USPTO patents (1976-2016). Task: Predict the product of the given reaction. (1) The product is: [F:38][C:35]1[CH:36]=[CH:37][C:32]([C:18]2[CH:19]=[CH:20][C:15]([C:12]3([NH:11][C:10](=[O:30])[O:9][C@H:3]4[CH:4]5[CH2:7][CH2:8][N:1]([CH2:6][CH2:5]5)[CH2:2]4)[CH2:14][CH2:13]3)=[CH:16][CH:17]=2)=[N:33][CH:34]=1. Given the reactants [N:1]12[CH2:8][CH2:7][CH:4]([CH2:5][CH2:6]1)[C@H:3]([O:9][C:10](=[O:30])[NH:11][C:12]1([C:15]3[CH:20]=[CH:19][C:18](B4OC(C)(C)C(C)(C)O4)=[CH:17][CH:16]=3)[CH2:14][CH2:13]1)[CH2:2]2.Br[C:32]1[CH:37]=[CH:36][C:35]([F:38])=[CH:34][N:33]=1, predict the reaction product. (2) Given the reactants [NH2:1][C:2]1[CH:3]=[C:4]([N:16]([CH3:26])[S:17]([C:20]2[CH:25]=[CH:24][CH:23]=[CH:22][CH:21]=2)(=[O:19])=[O:18])[CH:5]=[CH:6][C:7]=1[NH:8][CH2:9][CH:10]1[CH2:15][CH2:14][O:13][CH2:12][CH2:11]1.[C:27](O)(=O)[CH2:28][CH2:29][CH2:30][CH3:31].C(N(C(C)C)CC)(C)C.CN(C(ON1N=NC2C=CC=NC1=2)=[N+](C)C)C.F[P-](F)(F)(F)(F)F, predict the reaction product. The product is: [CH2:28]([C:27]1[N:8]([CH2:9][CH:10]2[CH2:15][CH2:14][O:13][CH2:12][CH2:11]2)[C:7]2[CH:6]=[CH:5][C:4]([N:16]([CH3:26])[S:17]([C:20]3[CH:25]=[CH:24][CH:23]=[CH:22][CH:21]=3)(=[O:19])=[O:18])=[CH:3][C:2]=2[N:1]=1)[CH2:29][CH2:30][CH3:31]. (3) Given the reactants [O:1]1[CH:5]=[CH:4][C:3]([C:6]2[C:11]([O:12][CH2:13][C:14]([O:16]C)=O)=[CH:10][CH:9]=[CH:8][N:7]=2)=[CH:2]1.[NH2:18][NH2:19], predict the reaction product. The product is: [O:1]1[CH:5]=[CH:4][C:3]([C:6]2[C:11]([O:12][CH2:13][C:14]([NH:18][NH2:19])=[O:16])=[CH:10][CH:9]=[CH:8][N:7]=2)=[CH:2]1. (4) The product is: [CH:31]([C:28]1[N:27]=[C:26]([N:23]2[CH2:22][CH2:21][CH:20]([O:19][C:15]3[N:16]=[CH:17][N:18]=[C:13]([O:12][C:11]4[CH:10]=[CH:9][C:8]([CH:5]([CH2:4][OH:3])[CH2:6][OH:7])=[CH:36][CH:35]=4)[C:14]=3[CH3:34])[CH2:25][CH2:24]2)[O:30][N:29]=1)([CH3:33])[CH3:32]. Given the reactants CC1(C)[O:7][CH2:6][CH:5]([C:8]2[CH:36]=[CH:35][C:11]([O:12][C:13]3[N:18]=[CH:17][N:16]=[C:15]([O:19][CH:20]4[CH2:25][CH2:24][N:23]([C:26]5[O:30][N:29]=[C:28]([CH:31]([CH3:33])[CH3:32])[N:27]=5)[CH2:22][CH2:21]4)[C:14]=3[CH3:34])=[CH:10][CH:9]=2)[CH2:4][O:3]1, predict the reaction product. (5) The product is: [CH3:26][O:25][C:4]1[CH:3]=[C:2]([O:37][CH2:36][CH2:35][O:34][CH2:33][C:29]2[CH:28]=[N:27][CH:32]=[CH:31][CH:30]=2)[CH:11]=[C:10]2[C:5]=1[C:6](=[O:24])[NH:7][C:8]([C:12]1[CH:17]=[C:16]([CH3:18])[C:15]([O:19][CH2:20][O:21][CH3:22])=[C:14]([CH3:23])[CH:13]=1)=[N:9]2. Given the reactants F[C:2]1[CH:11]=[C:10]2[C:5]([C:6](=[O:24])[NH:7][C:8]([C:12]3[CH:17]=[C:16]([CH3:18])[C:15]([O:19][CH2:20][O:21][CH3:22])=[C:14]([CH3:23])[CH:13]=3)=[N:9]2)=[C:4]([O:25][CH3:26])[CH:3]=1.[N:27]1[CH:32]=[CH:31][CH:30]=[C:29]([CH2:33][O:34][CH2:35][CH2:36][OH:37])[CH:28]=1.[H-].[Na+], predict the reaction product.